From a dataset of Full USPTO retrosynthesis dataset with 1.9M reactions from patents (1976-2016). Predict the reactants needed to synthesize the given product. (1) Given the product [OH:32][C@@H:33]([CH2:38][CH2:37][OH:36])[C:34]([NH:1][CH2:2][C@H:3]([O:4][C:5]1[CH:14]=[CH:13][CH:12]=[C:11]2[C:6]=1[C:7]([NH:15][C:16]1[CH:21]=[CH:20][C:19]([O:22][C:23]3[CH:24]=[N:25][C:26]([CH3:29])=[CH:27][CH:28]=3)=[C:18]([CH3:30])[CH:17]=1)=[N:8][CH:9]=[N:10]2)[CH3:31])=[O:35], predict the reactants needed to synthesize it. The reactants are: [NH2:1][CH2:2][C@@H:3]([CH3:31])[O:4][C:5]1[CH:14]=[CH:13][CH:12]=[C:11]2[C:6]=1[C:7]([NH:15][C:16]1[CH:21]=[CH:20][C:19]([O:22][C:23]3[CH:24]=[N:25][C:26]([CH3:29])=[CH:27][CH:28]=3)=[C:18]([CH3:30])[CH:17]=1)=[N:8][CH:9]=[N:10]2.[OH:32][C@H:33]1[CH2:38][CH2:37][O:36][C:34]1=[O:35]. (2) Given the product [NH2:18][C:19]1[O:20][CH2:21][CH2:22][C@:23]([C:26]2[CH:31]=[C:30]([NH:32][C:9]([C:6]3[CH:5]=[CH:4][C:3]([C:1]#[N:2])=[CH:8][N:7]=3)=[O:11])[CH:29]=[CH:28][C:27]=2[F:33])([CH3:25])[N:24]=1, predict the reactants needed to synthesize it. The reactants are: [C:1]([C:3]1[CH:4]=[CH:5][C:6]([C:9]([OH:11])=O)=[N:7][CH:8]=1)#[N:2].C(OC(=O)[NH:18][C:19]1[O:20][CH2:21][CH2:22][C@:23]([C:26]2[CH:31]=[C:30]([NH2:32])[CH:29]=[CH:28][C:27]=2[F:33])([CH3:25])[N:24]=1)(C)(C)C. (3) Given the product [Si:1]([O:18][CH2:19][C:20]1[N:21]=[C:22]([C:39]([C:41]2[CH:46]=[N:45][CH:44]=[CH:43][N:42]=2)=[O:40])[C:23]([F:35])=[C:24]([Cl:34])[C:25]=1[N:26]1[CH2:31][C@H:30]([CH3:32])[O:29][C@H:28]([CH3:33])[CH2:27]1)([C:14]([CH3:17])([CH3:15])[CH3:16])([C:8]1[CH:13]=[CH:12][CH:11]=[CH:10][CH:9]=1)[C:2]1[CH:3]=[CH:4][CH:5]=[CH:6][CH:7]=1, predict the reactants needed to synthesize it. The reactants are: [Si:1]([O:18][CH2:19][C:20]1[C:25]([N:26]2[CH2:31][C@H:30]([CH3:32])[O:29][C@H:28]([CH3:33])[CH2:27]2)=[C:24]([Cl:34])[C:23]([F:35])=[CH:22][N:21]=1)([C:14]([CH3:17])([CH3:16])[CH3:15])([C:8]1[CH:13]=[CH:12][CH:11]=[CH:10][CH:9]=1)[C:2]1[CH:7]=[CH:6][CH:5]=[CH:4][CH:3]=1.CON(C)[C:39]([C:41]1[CH:46]=[N:45][CH:44]=[CH:43][N:42]=1)=[O:40]. (4) Given the product [F:19][C:4]1[CH:3]=[C:2]([C:35]2[CH:40]=[CH:39][C:38]([C:20]([O:23][CH3:30])=[O:21])=[CH:37][CH:36]=2)[CH:7]=[CH:6][C:5]=1[NH:8][C:9]1[S:10][C:11]2[CH:17]=[C:16]([F:18])[CH:15]=[CH:14][C:12]=2[N:13]=1, predict the reactants needed to synthesize it. The reactants are: Br[C:2]1[CH:7]=[CH:6][C:5]([NH:8][C:9]2[S:10][C:11]3[CH:17]=[C:16]([F:18])[CH:15]=[CH:14][C:12]=3[N:13]=2)=[C:4]([F:19])[CH:3]=1.[C:20]([O-:23])([O-])=[O:21].[Na+].[Na+].ClCCl.O1CCOC[CH2:30]1.[C:35]1(C)[CH:40]=[CH:39][CH:38]=[CH:37][CH:36]=1. (5) The reactants are: [CH2:1]([NH:3][C:4](=[O:41])[NH:5][C:6]1[CH:11]=[CH:10][C:9]([C:12]2[N:20]=[C:19]3[C:15]([N:16]=[C:17]([C:22]4([OH:33])[CH2:25][N:24](C(OC(C)(C)C)=O)[CH2:23]4)[N:18]3[CH3:21])=[C:14]([N:34]3[CH2:39][CH2:38][O:37][CH2:36][C@@H:35]3[CH3:40])[N:13]=2)=[CH:8][CH:7]=1)[CH3:2].Cl.O1CCOCC1.FC(F)(F)C(O)=O. Given the product [CH2:1]([NH:3][C:4]([NH:5][C:6]1[CH:11]=[CH:10][C:9]([C:12]2[N:20]=[C:19]3[C:15]([N:16]=[C:17]([C:22]4([OH:33])[CH2:23][NH:24][CH2:25]4)[N:18]3[CH3:21])=[C:14]([N:34]3[CH2:39][CH2:38][O:37][CH2:36][C@@H:35]3[CH3:40])[N:13]=2)=[CH:8][CH:7]=1)=[O:41])[CH3:2], predict the reactants needed to synthesize it. (6) Given the product [CH3:27][O:26][C:23]1[CH:22]=[CH:21][C:20]([C:17]2[CH:18]=[CH:19][C:14]([C:12]([NH:11][C@H:6]([C:5]([O:4][CH3:3])=[O:41])[CH2:7][C:8](=[O:10])[NH2:43])=[O:13])=[C:15]([NH:28][C:29]([NH:31][C:32]3[C:33]([CH3:40])=[CH:34][C:35]([CH3:39])=[CH:36][C:37]=3[CH3:38])=[O:30])[CH:16]=2)=[CH:25][CH:24]=1, predict the reactants needed to synthesize it. The reactants are: [OH-].[NH4+].[CH3:3][O:4][C:5](=[O:41])[C@@H:6]([NH:11][C:12]([C:14]1[CH:19]=[CH:18][C:17]([C:20]2[CH:25]=[CH:24][C:23]([O:26][CH3:27])=[CH:22][CH:21]=2)=[CH:16][C:15]=1[NH:28][C:29]([NH:31][C:32]1[C:37]([CH3:38])=[CH:36][C:35]([CH3:39])=[CH:34][C:33]=1[CH3:40])=[O:30])=[O:13])[CH2:7][C:8]([OH:10])=O.C[N:43](C(ON1N=NC2C=CC=NC1=2)=[N+](C)C)C.F[P-](F)(F)(F)(F)F. (7) Given the product [CH:71]([C:74]1[C:79]([CH2:80][NH:81][C:9]2[N:8]=[C:7]([NH:6][C@@H:5]3[CH2:4][C@H:3]([OH:19])[C:2]3([CH3:20])[CH3:1])[C:12]([C:13]([F:16])([F:15])[F:14])=[CH:11][N:10]=2)=[CH:78][N:77]=[CH:76][N:75]=1)([CH3:73])[CH3:72], predict the reactants needed to synthesize it. The reactants are: [CH3:1][C:2]1([CH3:20])[C@H:5]([NH:6][C:7]2[C:12]([C:13]([F:16])([F:15])[F:14])=[CH:11][N:10]=[C:9](SC)[N:8]=2)[CH2:4][C@@H:3]1[OH:19].ClC1C=C(C=CC=1)C(OO)=O.C(=O)([O-])[O-].[K+].[K+].CC1(C)[C@H](NC2C(C(F)(F)F)=CN=C(S(C)(=O)=O)N=2)C[C@@H]1O.CCN(C(C)C)C(C)C.Cl.Cl.[CH:71]([C:74]1[C:79]([CH2:80][NH2:81])=[CH:78][N:77]=[CH:76][N:75]=1)([CH3:73])[CH3:72].